From a dataset of Catalyst prediction with 721,799 reactions and 888 catalyst types from USPTO. Predict which catalyst facilitates the given reaction. (1) Reactant: FC(F)(F)C(O)=O.[F:8][C:9]1[CH:10]=[C:11]([N:21]2[CH2:25][C@H:24]([CH2:26][NH:27][C:28](=[O:30])[CH3:29])[O:23][C:22]2=[O:31])[CH:12]=[CH:13][C:14]=1[N:15]1[CH2:20][CH2:19][NH:18][CH2:17][CH2:16]1.C(N(C(C)C)C(C)C)C.Br[C:42]1[S:46][C:45]([N+:47]([O-:49])=[O:48])=[CH:44][CH:43]=1. Product: [F:8][C:9]1[CH:10]=[C:11]([N:21]2[CH2:25][C@H:24]([CH2:26][NH:27][C:28](=[O:30])[CH3:29])[O:23][C:22]2=[O:31])[CH:12]=[CH:13][C:14]=1[N:15]1[CH2:20][CH2:19][N:18]([C:42]2[S:46][C:45]([N+:47]([O-:49])=[O:48])=[CH:44][CH:43]=2)[CH2:17][CH2:16]1. The catalyst class is: 10. (2) Reactant: C(OC([NH:11][C@@H:12]1[CH2:17][C@@:16]([C:28](=[O:31])[NH:29][CH3:30])([CH2:18][C:19]2[C:27]3[C:22](=[CH:23][CH:24]=[CH:25][CH:26]=3)[NH:21][CH:20]=2)[O:15][C:13]1=[O:14])=O)C1C=CC=CC=1.[H][H].C[OH:35]. Product: [NH2:11][C@H:12]([CH2:17][C@@:16]([OH:15])([C:28](=[O:31])[NH:29][CH3:30])[CH2:18][C:19]1[C:27]2[C:22](=[CH:23][CH:24]=[CH:25][CH:26]=2)[NH:21][CH:20]=1)[C:13]([OH:14])=[O:35]. The catalyst class is: 45. (3) Reactant: [C:1](=O)([O-])[O-].[K+].[K+].CB1OB(C)OB(C)O1.O1CCOCC1.[Cl:22][C:23]1[CH:28]=[CH:27][C:26]([Sn](CCCC)(CCCC)CCCC)=[CH:25][C:24]=1[C:42]1[C:51]2[C:46](=[CH:47][CH:48]=[CH:49][CH:50]=2)[C:45]([CH:52]([CH3:55])[CH2:53][CH3:54])=[C:44]([C:56]([NH:58][CH3:59])=[O:57])[N:43]=1. Product: [Cl:22][C:23]1[CH:28]=[CH:27][C:26]([CH3:1])=[CH:25][C:24]=1[C:42]1[C:51]2[C:46](=[CH:47][CH:48]=[CH:49][CH:50]=2)[C:45]([CH:52]([CH3:55])[CH2:53][CH3:54])=[C:44]([C:56]([NH:58][CH3:59])=[O:57])[N:43]=1. The catalyst class is: 103. (4) Reactant: [C:1]([NH2:7])(=[O:6])[C:2]([CH3:5])([CH3:4])[CH3:3].CC1(C)C2C(=C(P(C3C=CC=CC=3)C3C=CC=CC=3)C=CC=2)OC2C(P(C3C=CC=CC=3)C3C=CC=CC=3)=CC=CC1=2.C(=O)([O-])[O-].[Cs+].[Cs+].Cl[C:57]1[CH:62]=[C:61]([O:63][CH:64]2[CH2:73][CH2:72][C:71]3[CH:70]=[C:69]([C:74]([O:76][CH3:77])=[O:75])[CH:68]=[CH:67][C:66]=3[CH2:65]2)[CH:60]=[CH:59][N:58]=1. Product: [CH3:3][C:2]([CH3:5])([CH3:4])[C:1]([NH:7][C:57]1[CH:62]=[C:61]([O:63][CH:64]2[CH2:73][CH2:72][C:71]3[CH:70]=[C:69]([C:74]([O:76][CH3:77])=[O:75])[CH:68]=[CH:67][C:66]=3[CH2:65]2)[CH:60]=[CH:59][N:58]=1)=[O:6]. The catalyst class is: 62.